This data is from NCI-60 drug combinations with 297,098 pairs across 59 cell lines. The task is: Regression. Given two drug SMILES strings and cell line genomic features, predict the synergy score measuring deviation from expected non-interaction effect. (1) Drug 2: CC1=C(C(=O)C2=C(C1=O)N3CC4C(C3(C2COC(=O)N)OC)N4)N. Drug 1: CC1=C(C=C(C=C1)C(=O)NC2=CC(=CC(=C2)C(F)(F)F)N3C=C(N=C3)C)NC4=NC=CC(=N4)C5=CN=CC=C5. Cell line: PC-3. Synergy scores: CSS=6.71, Synergy_ZIP=-0.402, Synergy_Bliss=3.80, Synergy_Loewe=-11.3, Synergy_HSA=-3.07. (2) Drug 1: CN1CCC(CC1)COC2=C(C=C3C(=C2)N=CN=C3NC4=C(C=C(C=C4)Br)F)OC. Drug 2: N.N.Cl[Pt+2]Cl. Synergy scores: CSS=9.07, Synergy_ZIP=-3.18, Synergy_Bliss=-1.65, Synergy_Loewe=-4.22, Synergy_HSA=-1.48. Cell line: MDA-MB-231. (3) Drug 1: CC1=C(C=C(C=C1)NC2=NC=CC(=N2)N(C)C3=CC4=NN(C(=C4C=C3)C)C)S(=O)(=O)N.Cl. Drug 2: CN(C)C1=NC(=NC(=N1)N(C)C)N(C)C. Cell line: HCT116. Synergy scores: CSS=0.206, Synergy_ZIP=5.63, Synergy_Bliss=0.621, Synergy_Loewe=-1.32, Synergy_HSA=-1.04. (4) Drug 1: CN(C)C1=NC(=NC(=N1)N(C)C)N(C)C. Drug 2: COC1=NC(=NC2=C1N=CN2C3C(C(C(O3)CO)O)O)N. Cell line: UACC62. Synergy scores: CSS=-2.68, Synergy_ZIP=1.64, Synergy_Bliss=1.25, Synergy_Loewe=-1.78, Synergy_HSA=-1.40. (5) Drug 1: CC1=C(N=C(N=C1N)C(CC(=O)N)NCC(C(=O)N)N)C(=O)NC(C(C2=CN=CN2)OC3C(C(C(C(O3)CO)O)O)OC4C(C(C(C(O4)CO)O)OC(=O)N)O)C(=O)NC(C)C(C(C)C(=O)NC(C(C)O)C(=O)NCCC5=NC(=CS5)C6=NC(=CS6)C(=O)NCCC[S+](C)C)O. Drug 2: CC1C(C(CC(O1)OC2CC(CC3=C2C(=C4C(=C3O)C(=O)C5=CC=CC=C5C4=O)O)(C(=O)C)O)N)O. Cell line: RPMI-8226. Synergy scores: CSS=36.4, Synergy_ZIP=-0.988, Synergy_Bliss=-2.86, Synergy_Loewe=-12.2, Synergy_HSA=-1.29. (6) Drug 1: C1=NC2=C(N1)C(=S)N=C(N2)N. Drug 2: C(CN)CNCCSP(=O)(O)O. Cell line: MDA-MB-435. Synergy scores: CSS=19.4, Synergy_ZIP=-5.39, Synergy_Bliss=-2.17, Synergy_Loewe=-13.2, Synergy_HSA=-2.09. (7) Drug 1: CC1=CC=C(C=C1)C2=CC(=NN2C3=CC=C(C=C3)S(=O)(=O)N)C(F)(F)F. Drug 2: C(=O)(N)NO. Cell line: HCT-15. Synergy scores: CSS=1.79, Synergy_ZIP=-2.61, Synergy_Bliss=-4.23, Synergy_Loewe=-7.12, Synergy_HSA=-4.55. (8) Drug 1: CN(C)N=NC1=C(NC=N1)C(=O)N. Drug 2: CCCCCOC(=O)NC1=NC(=O)N(C=C1F)C2C(C(C(O2)C)O)O. Cell line: ACHN. Synergy scores: CSS=11.1, Synergy_ZIP=-3.40, Synergy_Bliss=0.0619, Synergy_Loewe=-6.55, Synergy_HSA=-1.08.